The task is: Predict which catalyst facilitates the given reaction.. This data is from Catalyst prediction with 721,799 reactions and 888 catalyst types from USPTO. (1) The catalyst class is: 143. Reactant: [CH2:1]([O:8][C:9]1[CH:17]=[CH:16][C:12]([C:13]([OH:15])=O)=[CH:11][N:10]=1)[C:2]1[CH:7]=[CH:6][CH:5]=[CH:4][CH:3]=1.Cl.[NH2:19][CH2:20][C:21]([NH2:23])=[O:22].Cl.CN(C)CCCN=C=NCC. Product: [CH2:1]([O:8][C:9]1[CH:17]=[CH:16][C:12]([C:13]([NH:19][CH2:20][C:21](=[O:22])[NH2:23])=[O:15])=[CH:11][N:10]=1)[C:2]1[CH:3]=[CH:4][CH:5]=[CH:6][CH:7]=1. (2) Reactant: [C:1](=[O:20])([O:12][CH2:13][C:14]1[CH:19]=[CH:18][N:17]=[CH:16][CH:15]=1)OC1C=CC([N+]([O-])=O)=CC=1.[CH2:21]([CH2:23][NH2:24])[OH:22].Cl.CCOCC. Product: [OH:22][CH2:21][CH2:23][NH:24][C:1](=[O:20])[O:12][CH2:13][C:14]1[CH:15]=[CH:16][N:17]=[CH:18][CH:19]=1. The catalyst class is: 239. (3) Reactant: [CH:1]1([NH:4][C:5]2[O:6][C:7]([C:10]3[CH:11]=[C:12]4[C:16](=[CH:17][CH:18]=3)[N:15]([S:19]([C:22]3[CH:28]=[CH:27][C:25]([CH3:26])=[CH:24][CH:23]=3)(=[O:21])=[O:20])[CH:14]=[C:13]4I)=[N:8][N:9]=2)[CH2:3][CH2:2]1.[B:30]1([B:30]2[O:34][C:33]([CH3:36])([CH3:35])[C:32]([CH3:38])([CH3:37])[O:31]2)[O:34][C:33]([CH3:36])([CH3:35])[C:32]([CH3:38])([CH3:37])[O:31]1.C([O-])(=O)C.[K+].C(Cl)Cl. Product: [CH:1]1([NH:4][C:5]2[O:6][C:7]([C:10]3[CH:11]=[C:12]4[C:16](=[CH:17][CH:18]=3)[N:15]([S:19]([C:22]3[CH:28]=[CH:27][C:25]([CH3:26])=[CH:24][CH:23]=3)(=[O:21])=[O:20])[CH:14]=[C:13]4[B:30]3[O:34][C:33]([CH3:36])([CH3:35])[C:32]([CH3:38])([CH3:37])[O:31]3)=[N:8][N:9]=2)[CH2:3][CH2:2]1. The catalyst class is: 329. (4) Reactant: C(OC([N:8]1[CH2:13][CH2:12][CH2:11][C@@H:10]([NH:14][C:15]([C:17]2[C:25]3[C:20](=[N:21][CH:22]=[C:23]([C:26]4[C:34]5[C:29](=[CH:30][C:31]([Cl:35])=[CH:32][CH:33]=5)[N:28]([CH3:36])[N:27]=4)[N:24]=3)[N:19]([CH2:37][O:38][CH2:39][CH2:40][Si:41]([CH3:44])([CH3:43])[CH3:42])[CH:18]=2)=[O:16])[CH2:9]1)=O)(C)(C)C.C(Cl)(=O)C.C1COCC1. Product: [NH:8]1[CH2:13][CH2:12][CH2:11][C@@H:10]([NH:14][C:15]([C:17]2[C:25]3[C:20](=[N:21][CH:22]=[C:23]([C:26]4[C:34]5[C:29](=[CH:30][C:31]([Cl:35])=[CH:32][CH:33]=5)[N:28]([CH3:36])[N:27]=4)[N:24]=3)[N:19]([CH2:37][O:38][CH2:39][CH2:40][Si:41]([CH3:44])([CH3:43])[CH3:42])[CH:18]=2)=[O:16])[CH2:9]1. The catalyst class is: 5. (5) Reactant: [C:1]([C:5]1[CH:6]=[C:7]([CH:10]=[C:11]([C:14]([CH3:17])([CH3:16])[CH3:15])[C:12]=1[OH:13])[CH:8]=O)([CH3:4])([CH3:3])[CH3:2].C([O-])=O.[NH4+].[CH:22]([NH2:24])=[O:23]. Product: [CH:22]([NH:24][CH2:8][C:7]1[CH:6]=[C:5]([C:1]([CH3:4])([CH3:3])[CH3:2])[C:12]([OH:13])=[C:11]([C:14]([CH3:17])([CH3:16])[CH3:15])[CH:10]=1)=[O:23]. The catalyst class is: 6.